Dataset: Full USPTO retrosynthesis dataset with 1.9M reactions from patents (1976-2016). Task: Predict the reactants needed to synthesize the given product. (1) Given the product [CH:1]([N:14]1[CH2:15][CH2:16][N:17]([CH2:20][CH:21]2[O:25][C:24](=[O:26])[N:23]([CH2:27][CH2:35][C:36]3[CH:41]=[CH:40][CH:39]=[CH:38][CH:37]=3)[CH2:22]2)[CH2:18][CH2:19]1)([C:8]1[CH:13]=[CH:12][CH:11]=[CH:10][CH:9]=1)[C:2]1[CH:3]=[CH:4][CH:5]=[CH:6][CH:7]=1, predict the reactants needed to synthesize it. The reactants are: [CH:1]([N:14]1[CH2:19][CH2:18][N:17]([CH2:20][CH:21]2[O:25][C:24](=[O:26])[N:23]([CH2:27]C3C=CC(F)=CC=3)[CH2:22]2)[CH2:16][CH2:15]1)([C:8]1[CH:13]=[CH:12][CH:11]=[CH:10][CH:9]=1)[C:2]1[CH:7]=[CH:6][CH:5]=[CH:4][CH:3]=1.[CH3:35][C:36]1[CH:41]=[CH:40][C:39](S(OC)(=O)=O)=[CH:38][CH:37]=1.CC1C=CC(S(OCC2OC(=O)N(CC3C=CC(F)=CC=3)C2)(=O)=O)=CC=1. (2) Given the product [O:64]=[C:52]([NH:53][CH2:54][C:63]#[CH:58])[C@@H:26]([NH:27][C:31](=[O:51])[O:89][C:85]([CH3:88])([CH3:87])[CH3:86])[CH2:25][C:24]1[CH:23]=[CH:22][CH:21]=[CH:30][CH:29]=1, predict the reactants needed to synthesize it. The reactants are: C(OC(N(C)[C@@H](C)C(N[C@@H](C(C)(C)C)C(N1C[C@@H]([C:21]2[CH:30]=[C:29]3[C:24]([CH2:25][C@@H:26]([C:52](=[O:64])[NH:53][C@H:54]4[C:63]5[C:58](=CC=CC=5)CCC4)[N:27]([C:31](=[O:51])[C@@H](NC(=O)[C@@H](N(C(OC(C)(C)C)=O)C)C)C(C)(C)C)C3)=[CH:23][CH:22]=2)C[C@H]1C(N[C@@H](CC1C=CC=CC=1)C(O)=O)=O)=O)=O)=O)(C)(C)C.[C:85]([O:89]C(N[C@@H](CC1C=CC=CC=1)C(O)=O)=O)([CH3:88])([CH3:87])[CH3:86].C(N)C#C. (3) Given the product [OH:15][CH2:14][CH:10]1[N:9]([C:7]([C:6]2[CH:19]=[C:2]([CH3:1])[CH:3]=[CH:4][C:5]=2[N:20]2[N:24]=[CH:23][CH:22]=[N:21]2)=[O:8])[CH2:13][CH2:12][O:11]1, predict the reactants needed to synthesize it. The reactants are: [CH3:1][C:2]1[CH:3]=[CH:4][C:5]([N:20]2[N:24]=[CH:23][CH:22]=[N:21]2)=[C:6]([CH:19]=1)[C:7]([N:9]1[CH2:13][CH2:12][O:11][CH:10]1[C:14](OCC)=[O:15])=[O:8].[BH4-].[Na+]. (4) Given the product [O:33]1[CH2:34][CH2:35][CH:30]([C:28]([NH2:5])=[O:29])[CH2:31][CH2:32]1, predict the reactants needed to synthesize it. The reactants are: C1(C[N:5]([C:28]([CH:30]2[CH2:35][CH2:34][O:33][CH2:32][CH2:31]2)=[O:29])C2C=CC(OC3C=C(C=C(O[C@@H](C)COC)C=3)C(O)=O)=CC=2)CC1.C(Cl)(=O)C(Cl)=O.ClCCl.CN(C=O)C.CN1C=CC(N)=N1. (5) Given the product [CH2:1]([C:5]1[N:6]([CH2:23][CH2:24][CH2:25][CH2:26][NH:27][C:45](=[O:46])[C:44]2[CH:43]=[CH:42][C:41]([CH:40]([O:39][CH2:38][CH2:37][N:36]([CH3:35])[CH3:56])[C:50]3[CH:55]=[CH:54][CH:53]=[CH:52][CH:51]=3)=[CH:49][CH:48]=2)[C:7]2[C:12]([CH3:13])=[C:11]([CH3:14])[N:10]=[C:9]([O:15][C:16]3[CH:17]=[CH:18][CH:19]=[CH:20][CH:21]=3)[C:8]=2[N:22]=1)[CH2:2][CH2:3][CH3:4], predict the reactants needed to synthesize it. The reactants are: [CH2:1]([C:5]1[N:6]([CH2:23][CH2:24][CH2:25][CH2:26][NH2:27])[C:7]2[C:12]([CH3:13])=[C:11]([CH3:14])[N:10]=[C:9]([O:15][C:16]3[CH:21]=[CH:20][CH:19]=[CH:18][CH:17]=3)[C:8]=2[N:22]=1)[CH2:2][CH2:3][CH3:4].C(N(CC)CC)C.[CH3:35][N:36]([CH3:56])[CH2:37][CH2:38][O:39][CH:40]([C:50]1[CH:55]=[CH:54][CH:53]=[CH:52][CH:51]=1)[C:41]1[CH:49]=[CH:48][C:44]([C:45](Cl)=[O:46])=[CH:43][CH:42]=1. (6) Given the product [C:1]([O:5][C:6]([N:8]1[CH2:13][CH2:12][N:11]([C:14]2[CH:15]=[N:16][C:17]([NH:20][C:21]3[N:40]=[C:39]([NH:38][CH:33]4[CH2:34][CH2:35][CH2:36][CH2:37]4)[N:44]=[C:43]([S:45][CH3:47])[N:42]=3)=[CH:18][CH:19]=2)[CH2:10][CH2:9]1)=[O:7])([CH3:4])([CH3:3])[CH3:2], predict the reactants needed to synthesize it. The reactants are: [C:1]([O:5][C:6]([N:8]1[CH2:13][CH2:12][N:11]([C:14]2[CH:15]=[N:16][C:17]([NH:20][CH:21]=O)=[CH:18][CH:19]=2)[CH2:10][CH2:9]1)=[O:7])([CH3:4])([CH3:3])[CH3:2].[Li+].C[Si]([N-][Si](C)(C)C)(C)C.[CH:33]1([NH:38][C:39]2[N:44]=[C:43]([S:45]([CH3:47])=O)[N:42]=C(SC)[N:40]=2)[CH2:37][CH2:36][CH2:35][CH2:34]1. (7) Given the product [NH2:1][C:2]1[C:3]([C:23]2[CH:35]=[CH:34][C:26]([C:27]([OH:29])=[O:28])=[C:25]([F:36])[CH:24]=2)=[N:4][C:5]([C@H:8]2[CH2:13][CH2:12][C@H:11]([OH:14])[C@@H:10]([F:22])[CH2:9]2)=[CH:6][N:7]=1, predict the reactants needed to synthesize it. The reactants are: [NH2:1][C:2]1[C:3]([C:23]2[CH:35]=[CH:34][C:26]([C:27]([O:29]C(C)(C)C)=[O:28])=[C:25]([F:36])[CH:24]=2)=[N:4][C:5]([C@H:8]2[CH2:13][CH2:12][C@H:11]([O:14][Si](C(C)(C)C)(C)C)[C@@H:10]([F:22])[CH2:9]2)=[CH:6][N:7]=1.Cl.[OH-].[Na+]. (8) Given the product [C:15]([O:14][C:12]([N:11]([CH:9]([C:4]1[CH:3]=[C:2]([F:1])[CH:7]=[C:6]([F:8])[CH:5]=1)[CH3:10])[C:12]([O:14][C:15]([CH3:18])([CH3:17])[CH3:16])=[O:13])=[O:13])([CH3:18])([CH3:17])[CH3:16], predict the reactants needed to synthesize it. The reactants are: [F:1][C:2]1[CH:3]=[C:4]([CH:9]([NH2:11])[CH3:10])[CH:5]=[C:6]([F:8])[CH:7]=1.[C:12](O[C:12]([O:14][C:15]([CH3:18])([CH3:17])[CH3:16])=[O:13])([O:14][C:15]([CH3:18])([CH3:17])[CH3:16])=[O:13]. (9) Given the product [OH:1][CH2:2][CH:3]1[CH:8]([OH:9])[CH:7]([OH:10])[CH:6]([OH:11])[CH:5]([O:12][C:13]2[CH:17]=[CH:16][S:15][C:14]=2[CH2:18][CH2:19][C:20]2[CH:21]=[CH:22][C:23]([O:26][CH3:27])=[CH:24][CH:25]=2)[O:4]1, predict the reactants needed to synthesize it. The reactants are: [OH:1][CH2:2][CH:3]1[CH:8]([OH:9])[CH:7]([OH:10])[CH:6]([OH:11])[CH:5]([O:12][C:13]2[CH:17]=[CH:16][S:15][C:14]=2[CH:18]=[CH:19][C:20]2[CH:25]=[CH:24][C:23]([O:26][CH3:27])=[CH:22][CH:21]=2)[O:4]1.